From a dataset of Forward reaction prediction with 1.9M reactions from USPTO patents (1976-2016). Predict the product of the given reaction. (1) Given the reactants [H-].[Na+].[CH3:3][O:4][CH:5]([O:15][CH3:16])[CH2:6][NH:7][S:8]([CH2:11][CH2:12][CH2:13]Cl)(=[O:10])=[O:9], predict the reaction product. The product is: [CH3:3][O:4][CH:5]([O:15][CH3:16])[CH2:6][N:7]1[CH2:13][CH2:12][CH2:11][S:8]1(=[O:10])=[O:9]. (2) Given the reactants COC1C=C(OC)C=CC=1C[O:6][N:7]1[C:12](=[O:13])[C:11]2[O:14][C:15]3[CH:20]=[CH:19][CH:18]=[CH:17][C:16]=3[C:10]=2[NH:9][C:8]1=[O:21].[CH2:28](Br)[C:29]#[CH:30], predict the reaction product. The product is: [OH:6][N:7]1[C:12](=[O:13])[C:11]2[O:14][C:15]3[CH:20]=[CH:19][CH:18]=[CH:17][C:16]=3[C:10]=2[N:9]([CH2:30][C:29]#[CH:28])[C:8]1=[O:21]. (3) Given the reactants [C:1]([O:4][CH2:5][C:6]1[CH:11]=[C:10]([C:12]#[C:13][Si:14]([CH3:17])([CH3:16])[CH3:15])[C:9]([O:18]CC2C=CC(OC)=CC=2)=[CH:8][N:7]=1)(=[O:3])[CH3:2].C[SiH](C)C.FC(F)(F)C([O-])=O.C(=O)([O-])O.[Na+], predict the reaction product. The product is: [C:1]([O:4][CH2:5][C:6]1[CH:11]=[C:10]([C:12]#[C:13][Si:14]([CH3:15])([CH3:17])[CH3:16])[C:9]([OH:18])=[CH:8][N:7]=1)(=[O:3])[CH3:2]. (4) Given the reactants [N:1]([CH:4]([CH2:10][CH2:11][CH2:12][CH2:13][N:14]=[C:15]=[O:16])[C:5]([O:7][CH2:8][CH3:9])=[O:6])=[C:2]=[O:3].[CH2:17]([OH:20])[C:18]#[CH:19].[C:21]([O-])(=[O:33])[CH2:22][CH2:23]CCCCCCCCC.[C:21]([O-])(=[O:33])[CH2:22][CH2:23]CCCCCCCCC.C([Sn+2]CCCC)CCC.[O-2].[Al+3].[O-2].[O-2].[Al+3], predict the reaction product. The product is: [CH2:17]([O:20][C:2]([NH:1][C@@H:4]([CH2:10][CH2:11][CH2:12][CH2:13][NH:14][C:15]([O:33][CH2:21][C:22]#[CH:23])=[O:16])[C:5]([O:7][CH2:8][CH3:9])=[O:6])=[O:3])[C:18]#[CH:19]. (5) Given the reactants [CH3:1][O:2][C:3]1[C:12]([N:13](C2C=CC=CC=2)[C:14](=[O:16])[O-])=[N:11][C:10]2[C:5](=[CH:6][CH:7]=[CH:8][CH:9]=2)[N:4]=1.[CH2:23]([N:25]([CH2:45][C:46]([CH3:48])=[CH2:47])[C:26]1[N:31]=[C:30]([N:32]([CH2:37][CH3:38])[CH2:33][C:34]([CH3:36])=[CH2:35])[N:29]=[C:28]([N:39]2[CH2:44][CH2:43][NH:42][CH2:41][CH2:40]2)[N:27]=1)[CH3:24].C1CCN2C(=NCCC2)CC1, predict the reaction product. The product is: [CH3:1][O:2][C:3]1[C:12]([NH:13][C:14]([N:42]2[CH2:41][CH2:40][N:39]([C:28]3[N:27]=[C:26]([N:25]([CH2:23][CH3:24])[CH2:45][C:46]([CH3:48])=[CH2:47])[N:31]=[C:30]([N:32]([CH2:37][CH3:38])[CH2:33][C:34]([CH3:36])=[CH2:35])[N:29]=3)[CH2:44][CH2:43]2)=[O:16])=[N:11][C:10]2[C:5](=[CH:6][CH:7]=[CH:8][CH:9]=2)[N:4]=1. (6) Given the reactants [NH:1]([CH2:5][CH2:6][OH:7])[CH2:2][CH2:3][OH:4].CCN(CC)CC.[F:15][C:16]([F:23])([F:22])[C:17](OCC)=[O:18], predict the reaction product. The product is: [F:15][C:16]([F:23])([F:22])[C:17]([N:1]([CH2:5][CH2:6][OH:7])[CH2:2][CH2:3][OH:4])=[O:18].